This data is from Forward reaction prediction with 1.9M reactions from USPTO patents (1976-2016). The task is: Predict the product of the given reaction. (1) Given the reactants Cl[C:2]1[N:6]([C:7]2[CH:12]=[CH:11][C:10]([S:13]([CH3:16])(=[O:15])=[O:14])=[CH:9][N:8]=2)[N:5]=[C:4]([C:17]([F:20])([F:19])[F:18])[C:3]=1[C:21]#[N:22].[CH2:23]=[C:24]1[CH2:29][CH2:28][CH:27]([CH2:30][OH:31])[CH2:26][CH2:25]1.[F-].[K+].O, predict the reaction product. The product is: [CH3:16][S:13]([C:10]1[CH:11]=[CH:12][C:7]([N:6]2[C:2]([O:31][CH2:30][CH:27]3[CH2:28][CH2:29][C:24](=[CH2:23])[CH2:25][CH2:26]3)=[C:3]([C:21]#[N:22])[C:4]([C:17]([F:20])([F:19])[F:18])=[N:5]2)=[N:8][CH:9]=1)(=[O:15])=[O:14]. (2) Given the reactants [Cl:1][C:2]1[CH:21]=[CH:20][C:5]2[CH2:6][C:7](=[O:19])[NH:8][CH2:9][CH:10]([C:11]3[CH:16]=[CH:15][CH:14]=[CH:13][C:12]=3[O:17][CH3:18])[C:4]=2[CH:3]=1.C(=O)([O-])[O-].[Cs+].[Cs+].Br[CH2:29][C:30]([O:32][CH2:33][CH3:34])=[O:31].O, predict the reaction product. The product is: [CH2:33]([O:32][C:30](=[O:31])[CH2:29][N:8]1[CH2:9][CH:10]([C:11]2[CH:16]=[CH:15][CH:14]=[CH:13][C:12]=2[O:17][CH3:18])[C:4]2[CH:3]=[C:2]([Cl:1])[CH:21]=[CH:20][C:5]=2[CH2:6][C:7]1=[O:19])[CH3:34]. (3) Given the reactants [OH-].[Li+].C[O:4][C:5](=[O:23])[C:6]1[CH:11]=[C:10]([C:12]#[C:13][C:14]2[CH:15]=[N:16][CH:17]=[C:18]([C:20]#[N:21])[CH:19]=2)[CH:9]=[CH:8][C:7]=1[F:22].O1CCCC1, predict the reaction product. The product is: [C:20]([C:18]1[CH:19]=[C:14]([C:13]#[C:12][C:10]2[CH:9]=[CH:8][C:7]([F:22])=[C:6]([CH:11]=2)[C:5]([OH:23])=[O:4])[CH:15]=[N:16][CH:17]=1)#[N:21]. (4) The product is: [Cl:20][C:21]1[N:26]=[CH:25][C:24]([CH2:27][N:4]2[CH2:3][CH2:2][N:1]([C:7]3[CH:8]=[CH:9][C:10]4[N:11]([C:13]([C:16]([F:17])([F:18])[F:19])=[N:14][N:15]=4)[N:12]=3)[CH2:6][CH2:5]2)=[CH:23][CH:22]=1. Given the reactants [N:1]1([C:7]2[CH:8]=[CH:9][C:10]3[N:11]([C:13]([C:16]([F:19])([F:18])[F:17])=[N:14][N:15]=3)[N:12]=2)[CH2:6][CH2:5][NH:4][CH2:3][CH2:2]1.[Cl:20][C:21]1[N:26]=[CH:25][C:24]([CH:27]=O)=[CH:23][CH:22]=1, predict the reaction product. (5) Given the reactants NC1C=[C:4]([C:9]([C:18]2[CH:23]=[CH:22][C:21]([CH3:24])=[C:20](N)C=2)([C:14](F)(F)F)[C:10](F)(F)F)[CH:5]=[CH:6][C:7]=1C.[CH:26]12[C:38](=O)[O:37][C:35](=[O:36])[CH:27]1[CH:28]1[C:33](=[O:34])[O:32][C:30](=O)[CH:29]12.C([O:43][C:44](=[O:46])[CH3:45])(=O)C.N1[CH:52]=[CH:51][CH:50]=[CH:49][CH:48]=1, predict the reaction product. The product is: [CH3:38][C@H:26]1[C@H:38]([O:37][C:35]([C:27]2[CH:52]=[CH:51][CH:50]=[CH:49][CH:48]=2)=[O:36])[C@@H:26]2[CH:20]=[C:21]([CH3:24])[C@H:22]([O:37][C:35]([CH3:27])=[O:36])[C@H:23]([O:34][C:33]([CH3:28])=[O:32])[C@@H:18]([O:46][C:44]([CH3:45])=[O:43])[C:9]([CH3:10])([CH3:14])[CH:4]=[CH:5][C@H:6]([CH3:7])[C@H:30]([O:32][C:33]([CH3:28])=[O:34])[C@@:29]2([O:43][C:44]([CH3:45])=[O:46])[CH2:29]1.